Dataset: Reaction yield outcomes from USPTO patents with 853,638 reactions. Task: Predict the reaction yield, written as a fraction of the theoretical maximum amount of product (1.0 means a 100% yield; for example, 0.34 means a 34% yield). (1) The reactants are I[C:2]1[C:10]2[C:9]([C:11]#[N:12])=[CH:8][CH:7]=[CH:6][C:5]=2[N:4]([CH:13]2[CH2:18][CH2:17][CH2:16][CH2:15][O:14]2)[N:3]=1.CC1C=NC2C(C=1C)=CC=C1C=2N=CC(C)=C1C.C[CH2:38][OH:39]. The catalyst is [Cu]I. The product is [CH3:38][O:39][C:2]1[C:10]2[C:9]([C:11]#[N:12])=[CH:8][CH:7]=[CH:6][C:5]=2[N:4]([CH:13]2[CH2:18][CH2:17][CH2:16][CH2:15][O:14]2)[N:3]=1. The yield is 0.357. (2) The reactants are [CH3:1][C:2]1[N:3]=[CH:4][N:5]([C:7]2[CH:12]=[C:11]([O:13][C:14]3[CH:15]=[N:16][C:17]([N+:20]([O-])=O)=[CH:18][CH:19]=3)[CH:10]=[CH:9][N:8]=2)[CH:6]=1.[NH4+].[Cl-]. The catalyst is CO.C1COCC1.[Zn]. The product is [CH3:1][C:2]1[N:3]=[CH:4][N:5]([C:7]2[CH:12]=[C:11]([O:13][C:14]3[CH:19]=[CH:18][C:17]([NH2:20])=[N:16][CH:15]=3)[CH:10]=[CH:9][N:8]=2)[CH:6]=1. The yield is 0.680. (3) The reactants are [N+:1](=[CH2:3])=[N-:2].CCOCC.[C:9]1([CH2:15][CH2:16][CH2:17][CH2:18][C:19]2[O:23][C:22]([C:24](Cl)=[O:25])=[CH:21][CH:20]=2)[CH:14]=[CH:13][CH:12]=[CH:11][CH:10]=1. The catalyst is C1COCC1. The product is [N+:1](=[CH:3][C:24]([C:22]1[O:23][C:19]([CH2:18][CH2:17][CH2:16][CH2:15][C:9]2[CH:10]=[CH:11][CH:12]=[CH:13][CH:14]=2)=[CH:20][CH:21]=1)=[O:25])=[N-:2]. The yield is 0.0900.